This data is from Catalyst prediction with 721,799 reactions and 888 catalyst types from USPTO. The task is: Predict which catalyst facilitates the given reaction. (1) Reactant: [C:1]([C:3]1[CH:11]=[CH:10][C:6]([C:7]([OH:9])=O)=[CH:5][N:4]=1)#[N:2].CN1CCOCC1.ClC(OCC(C)C)=O.[C:27]([NH:34][C:35]1[CH:40]=[CH:39][CH:38]=[CH:37][C:36]=1[NH2:41])([O:29][C:30]([CH3:33])([CH3:32])[CH3:31])=[O:28].C(O)(=O)CC(CC(O)=O)(C(O)=O)O. Product: [C:30]([O:29][C:27](=[O:28])[NH:34][C:35]1[CH:40]=[CH:39][CH:38]=[CH:37][C:36]=1[NH:41][C:7]([C:6]1[CH:5]=[N:4][C:3]([C:1]#[N:2])=[CH:11][CH:10]=1)=[O:9])([CH3:33])([CH3:31])[CH3:32]. The catalyst class is: 3. (2) Reactant: [CH:1]([O:4][C:5]([N:7]1[CH2:13][CH2:12][CH2:11][CH:10]([NH:14][CH2:15][C:16]2[CH:21]=[C:20]([C:22]([F:25])([F:24])[F:23])[CH:19]=[C:18]([C:26]([F:29])([F:28])[F:27])[CH:17]=2)[C:9]2[N:30]=[C:31]([CH3:38])[C:32]([C:34]([F:37])([F:36])[F:35])=[CH:33][C:8]1=2)=[O:6])([CH3:3])[CH3:2].[N:39]#[C:40]Br. Product: [CH:1]([O:4][C:5]([N:7]1[CH2:13][CH2:12][CH2:11][CH:10]([N:14]([CH2:15][C:16]2[CH:17]=[C:18]([C:26]([F:27])([F:28])[F:29])[CH:19]=[C:20]([C:22]([F:23])([F:24])[F:25])[CH:21]=2)[C:40]#[N:39])[C:9]2[N:30]=[C:31]([CH3:38])[C:32]([C:34]([F:36])([F:37])[F:35])=[CH:33][C:8]1=2)=[O:6])([CH3:3])[CH3:2]. The catalyst class is: 27.